This data is from Reaction yield outcomes from USPTO patents with 853,638 reactions. The task is: Predict the reaction yield, written as a fraction of the theoretical maximum amount of product (1.0 means a 100% yield; for example, 0.34 means a 34% yield). (1) The reactants are Cl[C:2]1[N:3]=[C:4]([N:22]2[CH2:27][CH2:26][O:25][CH2:24][CH2:23]2)[C:5]2[N:10]=[C:9]([CH2:11][N:12]3[CH2:17][CH2:16][CH:15]([C:18]([OH:21])([CH3:20])[CH3:19])[CH2:14][CH2:13]3)[S:8][C:6]=2[N:7]=1.[CH2:28]([C:30]1[NH:34][C:33]2[CH:35]=[CH:36][CH:37]=[CH:38][C:32]=2[N:31]=1)[CH3:29].C(=O)([O-])[O-].[Cs+].[Cs+]. The catalyst is CN1C(=O)CCC1.CO.S1C=CC=C1C([O-])=O.[Cu+]. The product is [CH2:28]([C:30]1[N:31]([C:2]2[N:3]=[C:4]([N:22]3[CH2:27][CH2:26][O:25][CH2:24][CH2:23]3)[C:5]3[N:10]=[C:9]([CH2:11][N:12]4[CH2:17][CH2:16][CH:15]([C:18]([OH:21])([CH3:20])[CH3:19])[CH2:14][CH2:13]4)[S:8][C:6]=3[N:7]=2)[C:32]2[CH:38]=[CH:37][CH:36]=[CH:35][C:33]=2[N:34]=1)[CH3:29]. The yield is 0.360. (2) The reactants are [C:1]([O:5][C:6]([N:8]1[CH2:13][CH2:12][CH2:11][CH2:10][CH:9]1[CH2:14][OH:15])=[O:7])([CH3:4])([CH3:3])[CH3:2].C[N+]1([O-])CCOCC1. The catalyst is C(Cl)Cl.[Ru]([O-])(=O)(=O)=O.C([N+](CCC)(CCC)CCC)CC. The product is [C:1]([O:5][C:6]([N:8]1[CH2:13][CH2:12][CH2:11][CH2:10][CH:9]1[CH:14]=[O:15])=[O:7])([CH3:4])([CH3:3])[CH3:2]. The yield is 0.700. (3) The reactants are [CH:1]1[C:14]2[C:5](=[CH:6][C:7]3[C:12]([C:13]=2[C:15]2[CH:20]=[C:19]([C:21]4[CH:26]=[CH:25][CH:24]=[CH:23][CH:22]=4)[N:18]=[C:17]([C:27]4[CH:32]=[CH:31][CH:30]=[CH:29][CH:28]=4)[N:16]=2)=[CH:11][CH:10]=[CH:9][CH:8]=3)[CH:4]=[CH:3][CH:2]=1.[Br:33]N1C(=O)CCC1=O. The catalyst is CN(C)C=O. The product is [Br:33][C:6]1[C:7]2[C:12](=[CH:11][CH:10]=[CH:9][CH:8]=2)[C:13]([C:15]2[CH:20]=[C:19]([C:21]3[CH:22]=[CH:23][CH:24]=[CH:25][CH:26]=3)[N:18]=[C:17]([C:27]3[CH:32]=[CH:31][CH:30]=[CH:29][CH:28]=3)[N:16]=2)=[C:14]2[C:5]=1[CH:4]=[CH:3][CH:2]=[CH:1]2. The yield is 0.660. (4) The reactants are C(OC(=O)[NH:7][CH:8]([C:10]1[CH:15]=[CH:14][CH:13]=[C:12]([N:16]2[CH2:21][CH2:20][O:19][CH2:18][CH2:17]2)[CH:11]=1)[CH3:9])(C)(C)C.[ClH:23]. The catalyst is CO. The product is [ClH:23].[N:16]1([C:12]2[CH:11]=[C:10]([CH:8]([NH2:7])[CH3:9])[CH:15]=[CH:14][CH:13]=2)[CH2:21][CH2:20][O:19][CH2:18][CH2:17]1. The yield is 1.00.